Dataset: Forward reaction prediction with 1.9M reactions from USPTO patents (1976-2016). Task: Predict the product of the given reaction. Given the reactants [Cl:1][C:2]1[N:10]=[C:9]2[C:5]([N:6]=[CH:7][N:8]2[CH:11]2[CH2:15][CH2:14][CH2:13][CH2:12]2)=[C:4](Cl)[N:3]=1.[CH3:17][O:18][C:19]1[CH:24]=[CH:23][C:22]([CH2:25][CH2:26][NH2:27])=[CH:21][CH:20]=1, predict the reaction product. The product is: [Cl:1][C:2]1[N:10]=[C:9]2[C:5]([N:6]=[CH:7][N:8]2[CH:11]2[CH2:15][CH2:14][CH2:13][CH2:12]2)=[C:4]([NH:27][CH2:26][CH2:25][C:22]2[CH:23]=[CH:24][C:19]([O:18][CH3:17])=[CH:20][CH:21]=2)[N:3]=1.